This data is from NCI-60 drug combinations with 297,098 pairs across 59 cell lines. The task is: Regression. Given two drug SMILES strings and cell line genomic features, predict the synergy score measuring deviation from expected non-interaction effect. (1) Drug 1: CC12CCC(CC1=CCC3C2CCC4(C3CC=C4C5=CN=CC=C5)C)O. Drug 2: CN(CCCl)CCCl.Cl. Cell line: NCIH23. Synergy scores: CSS=14.5, Synergy_ZIP=-9.29, Synergy_Bliss=-2.81, Synergy_Loewe=-12.5, Synergy_HSA=-2.99. (2) Drug 1: C1C(C(OC1N2C=NC3=C(N=C(N=C32)Cl)N)CO)O. Drug 2: CC1C(C(CC(O1)OC2CC(CC3=C2C(=C4C(=C3O)C(=O)C5=C(C4=O)C(=CC=C5)OC)O)(C(=O)CO)O)N)O.Cl. Cell line: OVCAR3. Synergy scores: CSS=17.6, Synergy_ZIP=-4.46, Synergy_Bliss=0.236, Synergy_Loewe=0.178, Synergy_HSA=0.398. (3) Drug 1: CC1=C(C=C(C=C1)NC2=NC=CC(=N2)N(C)C3=CC4=NN(C(=C4C=C3)C)C)S(=O)(=O)N.Cl. Drug 2: CN(CCCl)CCCl.Cl. Cell line: NCI-H322M. Synergy scores: CSS=0.182, Synergy_ZIP=3.50, Synergy_Bliss=3.85, Synergy_Loewe=0.832, Synergy_HSA=0.0997. (4) Drug 1: C1CCN(CC1)CCOC2=CC=C(C=C2)C(=O)C3=C(SC4=C3C=CC(=C4)O)C5=CC=C(C=C5)O. Drug 2: CN(C)N=NC1=C(NC=N1)C(=O)N. Cell line: HS 578T. Synergy scores: CSS=-5.91, Synergy_ZIP=4.55, Synergy_Bliss=6.26, Synergy_Loewe=-3.19, Synergy_HSA=-1.97. (5) Synergy scores: CSS=30.5, Synergy_ZIP=-5.66, Synergy_Bliss=-1.19, Synergy_Loewe=-11.3, Synergy_HSA=1.58. Drug 1: C1CCC(CC1)NC(=O)N(CCCl)N=O. Cell line: ACHN. Drug 2: CC1=C2C(C(=O)C3(C(CC4C(C3C(C(C2(C)C)(CC1OC(=O)C(C(C5=CC=CC=C5)NC(=O)C6=CC=CC=C6)O)O)OC(=O)C7=CC=CC=C7)(CO4)OC(=O)C)O)C)OC(=O)C. (6) Drug 1: C1=NC2=C(N=C(N=C2N1C3C(C(C(O3)CO)O)F)Cl)N. Drug 2: C(CCl)NC(=O)N(CCCl)N=O. Cell line: M14. Synergy scores: CSS=17.3, Synergy_ZIP=-5.33, Synergy_Bliss=-0.854, Synergy_Loewe=-11.5, Synergy_HSA=0.607. (7) Drug 1: CC1=C2C(C(=O)C3(C(CC4C(C3C(C(C2(C)C)(CC1OC(=O)C(C(C5=CC=CC=C5)NC(=O)OC(C)(C)C)O)O)OC(=O)C6=CC=CC=C6)(CO4)OC(=O)C)O)C)O. Drug 2: C1CN(P(=O)(OC1)NCCCl)CCCl. Cell line: SNB-19. Synergy scores: CSS=25.2, Synergy_ZIP=-5.34, Synergy_Bliss=1.92, Synergy_Loewe=-20.0, Synergy_HSA=1.72. (8) Drug 1: C(=O)(N)NO. Drug 2: CC(C)CN1C=NC2=C1C3=CC=CC=C3N=C2N. Cell line: KM12. Synergy scores: CSS=5.52, Synergy_ZIP=-2.70, Synergy_Bliss=-2.16, Synergy_Loewe=0.535, Synergy_HSA=-0.618.